This data is from Peptide-MHC class II binding affinity with 134,281 pairs from IEDB. The task is: Regression. Given a peptide amino acid sequence and an MHC pseudo amino acid sequence, predict their binding affinity value. This is MHC class II binding data. (1) The peptide sequence is EKKMFAATQFEPLAA. The MHC is HLA-DPA10103-DPB10401 with pseudo-sequence HLA-DPA10103-DPB10401. The binding affinity (normalized) is 0.974. (2) The peptide sequence is FIMAYVNQAHHIDLM. The MHC is DRB1_0101 with pseudo-sequence DRB1_0101. The binding affinity (normalized) is 0.944. (3) The peptide sequence is KFIPALEAAVKQAYA. The MHC is HLA-DPA10201-DPB10501 with pseudo-sequence HLA-DPA10201-DPB10501. The binding affinity (normalized) is 0.545. (4) The peptide sequence is DEARRMWASAQNISG. The MHC is DRB1_0901 with pseudo-sequence DRB1_0901. The binding affinity (normalized) is 0.779.